Task: Predict which catalyst facilitates the given reaction.. Dataset: Catalyst prediction with 721,799 reactions and 888 catalyst types from USPTO (1) Reactant: [NH2:1][CH:2]1[CH2:7][CH2:6][CH:5]([OH:8])[CH2:4][CH2:3]1.Cl[C:10](OC1C=CC([N+]([O-])=O)=CC=1)=[O:11].C(N(C(C)C)CC)(C)C.[Cl:31][C:32]1[CH:41]=[C:40]2[C:35]([C:36]([N:42]3[CH2:47][CH2:46][NH:45][CH2:44][CH2:43]3)=[CH:37][CH:38]=[N:39]2)=[CH:34][CH:33]=1. Product: [Cl:31][C:32]1[CH:41]=[C:40]2[C:35]([C:36]([N:42]3[CH2:47][CH2:46][N:45]([C:10]([NH:1][CH:2]4[CH2:7][CH2:6][CH:5]([OH:8])[CH2:4][CH2:3]4)=[O:11])[CH2:44][CH2:43]3)=[CH:37][CH:38]=[N:39]2)=[CH:34][CH:33]=1. The catalyst class is: 61. (2) Reactant: [Cl:1][S:2]([N:5]=[C:6]=[O:7])(=[O:4])=[O:3].[C:8]([OH:12])([CH3:11])([CH3:10])[CH3:9].[NH2:13][CH2:14][CH2:15][CH2:16][NH:17][C:18]1[C:23]([Br:24])=[CH:22][N:21]=[C:20]([NH:25][C:26]2[CH:27]=[C:28]([NH:32][C:33]([N:35]3[CH2:39][CH2:38][CH2:37][CH2:36]3)=[O:34])[CH:29]=[CH:30][CH:31]=2)[N:19]=1.CCN(C(C)C)C(C)C. Product: [Cl:1][S:2](=[O:4])(=[O:3])[NH:5][C:6]([O:12][C:8]([CH3:11])([CH3:10])[CH3:9])=[O:7].[NH2:5][S:2]([NH:13][CH2:14][CH2:15][CH2:16][NH:17][C:18]1[C:23]([Br:24])=[CH:22][N:21]=[C:20]([NH:25][C:26]2[CH:27]=[C:28]([NH:32][C:33]([N:35]3[CH2:39][CH2:38][CH2:37][CH2:36]3)=[O:34])[CH:29]=[CH:30][CH:31]=2)[N:19]=1)(=[O:4])=[O:3]. The catalyst class is: 166.